From a dataset of Forward reaction prediction with 1.9M reactions from USPTO patents (1976-2016). Predict the product of the given reaction. (1) The product is: [C:22]([C:18]1[CH:17]=[C:16]2[C:21](=[CH:20][CH:19]=1)[N:13]([CH2:12][CH2:11][O:10][C:7]1[CH:8]=[CH:9][C:4]([C:3]([OH:31])=[O:2])=[CH:5][CH:6]=1)[C:14]([C:25]1[CH:26]=[N:27][CH:28]=[CH:29][CH:30]=1)=[C:15]2[CH3:24])#[N:23]. Given the reactants C[O:2][C:3](=[O:31])[C:4]1[CH:9]=[CH:8][C:7]([O:10][CH2:11][CH2:12][N:13]2[C:21]3[C:16](=[CH:17][C:18]([C:22]#[N:23])=[CH:19][CH:20]=3)[C:15]([CH3:24])=[C:14]2[C:25]2[CH:26]=[N:27][CH:28]=[CH:29][CH:30]=2)=[CH:6][CH:5]=1.[OH-].[Li+].Cl, predict the reaction product. (2) The product is: [CH3:21][C:22]1[N:1]=[C:2]2[S:3][C:4]([C:15]3[CH:20]=[CH:19][CH:18]=[CH:17][CH:16]=3)=[CH:5][C:6]2=[C:7]([C:9]2[CH:14]=[CH:13][CH:12]=[CH:11][CH:10]=2)[C:23]=1[C:24](=[O:26])[CH3:25]. Given the reactants [NH2:1][C:2]1[S:3][C:4]([C:15]2[CH:20]=[CH:19][CH:18]=[CH:17][CH:16]=2)=[CH:5][C:6]=1[C:7]([C:9]1[CH:14]=[CH:13][CH:12]=[CH:11][CH:10]=1)=O.[CH3:21][C:22](=O)[CH2:23][C:24](=[O:26])[CH3:25], predict the reaction product.